Dataset: Catalyst prediction with 721,799 reactions and 888 catalyst types from USPTO. Task: Predict which catalyst facilitates the given reaction. (1) Reactant: [CH2:1]([C:5]1[CH:13]=[CH:12][C:8]([C:9]([OH:11])=O)=[CH:7][CH:6]=1)[CH:2]([CH3:4])[CH3:3].C1CN([P+](ON2N=NC3C=CC=CC2=3)(N2CCCC2)N2CCCC2)CC1.F[P-](F)(F)(F)(F)F.C(N(C(C)C)CC)(C)C.[Cl:56][C:57]1[N:62]=[CH:61][C:60]([C:63](=[N:65]O)[NH2:64])=[CH:59][CH:58]=1.CCCC[N+](CCCC)(CCCC)CCCC.[F-]. Product: [Cl:56][C:57]1[CH:58]=[CH:59][C:60]([C:63]2[N:65]=[C:9]([C:8]3[CH:7]=[CH:6][C:5]([CH2:1][CH:2]([CH3:3])[CH3:4])=[CH:13][CH:12]=3)[O:11][N:64]=2)=[CH:61][N:62]=1. The catalyst class is: 4. (2) Reactant: C(O)(C(F)(F)F)=O.C([O:12][C:13]([C:15]([C:40]([O:42]C(C)(C)C)=[O:41])([CH2:29][CH2:30][CH2:31][CH2:32][CH2:33][CH2:34][CH2:35][CH2:36][CH2:37][CH:38]=[CH2:39])[CH2:16][CH2:17][CH2:18][CH2:19][CH2:20][CH2:21][CH2:22][CH2:23][CH2:24][CH2:25][C:26]([OH:28])=[O:27])=[O:14])(C)(C)C. Product: [CH2:25]([C:26]([OH:28])=[O:27])[CH2:24][CH2:23][CH2:22][CH2:21][CH2:20][CH2:19][CH2:18][CH2:17][CH2:16][C:15]([C:40]([OH:42])=[O:41])([C:13]([OH:14])=[O:12])[CH2:29][CH2:30][CH2:31][CH2:32][CH2:33][CH2:34][CH2:35][CH2:36][CH2:37][CH:38]=[CH2:39]. The catalyst class is: 2. (3) Reactant: [F:1]C(F)(F)C1C=CC(O)=CC=1.[C:12]1([CH:18](O)[CH2:19][N:20]2[CH2:25][CH2:24][NH:23][CH2:22][CH:21]2C2C=CC=CC=2)[CH:17]=[CH:16][CH:15]=CC=1.[C:46]1(P([C:46]2[CH:51]=[CH:50][CH:49]=[CH:48][CH:47]=2)[C:46]2[CH:51]=[CH:50][CH:49]=[CH:48][CH:47]=2)[CH:51]=[CH:50][CH:49]=[CH:48][CH:47]=1.N(C(OC(C)C)=O)=NC([O:56][CH:57]([CH3:59])C)=O.CC(OC(/N=N/C(OC(C)C)=O)=O)C. Product: [F:1][C:46]1[CH:47]=[CH:48][C:49]([O:56][CH:57]([CH:22]2[CH2:21][N:20]([C:19]3[CH:15]=[CH:16][CH:17]=[CH:12][CH:18]=3)[CH2:25][CH2:24][NH:23]2)[CH3:59])=[CH:50][CH:51]=1. The catalyst class is: 1. (4) Reactant: [ClH:1].[CH:2]1([NH:5][C:6](=[O:21])[C@@H:7]([OH:20])[C@@H:8]([NH:12]C(OC(C)(C)C)=O)[CH2:9][CH2:10][CH3:11])[CH2:4][CH2:3]1. Product: [ClH:1].[CH:2]1([NH:5][C:6](=[O:21])[C@@H:7]([OH:20])[C@@H:8]([NH2:12])[CH2:9][CH2:10][CH3:11])[CH2:4][CH2:3]1. The catalyst class is: 12.